This data is from Forward reaction prediction with 1.9M reactions from USPTO patents (1976-2016). The task is: Predict the product of the given reaction. (1) Given the reactants Br[C:2]1[CH:3]=[C:4]([C:12]2[N:13]=[C:14]([CH2:17][CH2:18][C:19]([O:21][CH3:22])=[O:20])[O:15][CH:16]=2)[CH:5]=[C:6]([C:8]([F:11])([F:10])[F:9])[CH:7]=1.[S:23]1[CH:27]=[CH:26][C:25](B(O)O)=[CH:24]1.S1C=CC=C1C1C=C(C2N=C(CCC(OC)=O)OC=2)C=C(C(F)(F)F)C=1, predict the reaction product. The product is: [S:23]1[CH:27]=[CH:26][C:25]([C:2]2[CH:3]=[C:4]([C:12]3[N:13]=[C:14]([CH2:17][CH2:18][C:19]([O:21][CH3:22])=[O:20])[O:15][CH:16]=3)[CH:5]=[C:6]([C:8]([F:11])([F:10])[F:9])[CH:7]=2)=[CH:24]1. (2) Given the reactants [Cl:1][C:2]1[CH:3]=[C:4]([C:12]2[O:16][N:15]=[C:14]([C:17]3[CH:18]=[CH:19][CH:20]=[C:21]4[C:25]=3[NH:24][CH:23]=[C:22]4[CH2:26][CH2:27][CH:28]=O)[N:13]=2)[CH:5]=[CH:6][C:7]=1[O:8][CH:9]([CH3:11])[CH3:10].[NH2:30][CH2:31][C:32]([O:34][CH2:35][CH3:36])=[O:33].C(O)(=O)C.C(O[BH-](OC(=O)C)OC(=O)C)(=O)C.[Na+], predict the reaction product. The product is: [Cl:1][C:2]1[CH:3]=[C:4]([C:12]2[O:16][N:15]=[C:14]([C:17]3[CH:18]=[CH:19][CH:20]=[C:21]4[C:25]=3[NH:24][CH:23]=[C:22]4[CH2:26][CH2:27][CH2:28][NH:30][CH2:31][C:32]([O:34][CH2:35][CH3:36])=[O:33])[N:13]=2)[CH:5]=[CH:6][C:7]=1[O:8][CH:9]([CH3:10])[CH3:11]. (3) Given the reactants O[CH2:2][CH2:3][CH2:4][C:5]1([C:18]2[N:19]=[CH:20][NH:21][CH:22]=2)[C:14]2[C:9](=[CH:10][C:11]([O:15][CH3:16])=[CH:12][CH:13]=2)[O:8][C:7](=[O:17])[CH2:6]1.C(N(C(C)C)C(C)C)C.CS(Cl)(=O)=O.S([O-])(=O)(=O)C, predict the reaction product. The product is: [CH3:16][O:15][C:11]1[CH:10]=[C:9]2[O:8][C:7](=[O:17])[CH2:6][C:5]3([CH2:4][CH2:3][CH2:2][N:19]4[CH:20]=[N:21][CH:22]=[C:18]34)[C:14]2=[CH:13][CH:12]=1. (4) Given the reactants [Cl:1][C:2]1[CH:7]=[CH:6][C:5]([C:8]2[S:9][C:10]([C:16]([OH:18])=[O:17])=[C:11]([CH2:13][CH2:14]O)[N:12]=2)=[CH:4][CH:3]=1.C1(C)C=CC=CC=1, predict the reaction product. The product is: [Cl:1][C:2]1[CH:3]=[CH:4][C:5]([C:8]2[S:9][C:10]3[C:16](=[O:17])[O:18][CH2:14][CH2:13][C:11]=3[N:12]=2)=[CH:6][CH:7]=1. (5) Given the reactants C(OC(=O)[NH:10][C@H:11]([C:23]([NH:25][CH2:26][CH2:27][C@H:28]([NH:31][C:32]([O:34][C:35]([CH3:38])([CH3:37])[CH3:36])=[O:33])[CH2:29][OH:30])=[O:24])[CH2:12][CH2:13][CH2:14][NH:15][C:16]([O:18][C:19]([CH3:22])([CH3:21])[CH3:20])=[O:17])C1C=CC=CC=1, predict the reaction product. The product is: [C:19]([O:18][C:16]([NH:15][CH2:14][CH2:13][CH2:12][C@@H:11]([C:23]([NH:25][CH2:26][CH2:27][C@H:28]([NH:31][C:32]([O:34][C:35]([CH3:38])([CH3:37])[CH3:36])=[O:33])[CH2:29][OH:30])=[O:24])[NH2:10])=[O:17])([CH3:22])([CH3:21])[CH3:20]. (6) Given the reactants Br[C:2]1[CH:10]=[C:9]2[C:5]([C:6]([CH:11]3[CH2:13][CH2:12]3)=[N:7][NH:8]2)=[CH:4][CH:3]=1.[NH2:14][C:15]1[C:24]2[C:19](=[C:20](Br)[C:21]([CH3:25])=[CH:22][CH:23]=2)[N:18]=[N:17][C:16]=1[C:27]([NH2:29])=[O:28], predict the reaction product. The product is: [NH2:14][C:15]1[C:24]2[C:19](=[C:20]([C:2]3[CH:10]=[C:9]4[C:5]([C:6]([CH:11]5[CH2:13][CH2:12]5)=[N:7][NH:8]4)=[CH:4][CH:3]=3)[C:21]([CH3:25])=[CH:22][CH:23]=2)[N:18]=[N:17][C:16]=1[C:27]([NH2:29])=[O:28].